From a dataset of Experimentally validated miRNA-target interactions with 360,000+ pairs, plus equal number of negative samples. Binary Classification. Given a miRNA mature sequence and a target amino acid sequence, predict their likelihood of interaction. (1) The miRNA is hsa-miR-331-5p with sequence CUAGGUAUGGUCCCAGGGAUCC. The protein sequence of the target gene is MDSLPDEFFVRHPAVEDQRKEETENKLEKSSGQLNKQENDIPTDLVPVNLLLEVKKLLNAINTLPKGVVPHIKKFLQEDFSFQTMQREVAANSQNGEEIVPALTLRFLITQLEAALRNIQAGNYTAHQINIGYYLTLLFLYGVALTERGKKEDYTEAENKFLVMKMMIQENEICENFMSLVYFGRGLLRCAQKRYNGGLLEFHKSLQEIGDKNDHWFDIDPTEDEDLPTTFKDLLNNFIKTTESNIMKQTICSYLDCERSCEADILKNTSYKGFFQLMCSKSCCVYFHKICWKKFKNLKY.... Result: 0 (no interaction). (2) The miRNA is hsa-miR-769-3p with sequence CUGGGAUCUCCGGGGUCUUGGUU. The protein sequence of the target gene is MAQDLSEKDLLKMEVEQLKKEVKNTRIPISKAGKEIKEYVEAQAGNDPFLKGIPEDKNPFKEKGGCLIS. Result: 0 (no interaction). (3) The miRNA is mmu-miR-149-5p with sequence UCUGGCUCCGUGUCUUCACUCCC. The protein sequence of the target gene is MAAPMDCLESLEGDGDAGRRASGVEVALPSNPTAPAPLCPHGPTLLFVKVNQGKEETRKFYACSACRDRKDCNFFQWEDEKLSEARLAAREIHNQKCQPPLSRAQCIERYLSFIQLPLAQRKFCQSCQQLLLPADWREHGTHQLSADISVAQLGRPSQLLYPLENKKTHAQYLFADRSCQFLAGLLATLGFSRVLCVGAPRLHEQIRLTASGERSGMRSLLLDIDFRYSQFYLEGSFCRYNMFNHHFFDGKAALEVCKEFLQEEEGKGVIMVTDPPFGGLVEPLAITFKKLIAMWKEGQS.... Result: 1 (interaction). (4) The miRNA is mmu-miR-34b-5p with sequence AGGCAGUGUAAUUAGCUGAUUGU. The protein sequence of the target gene is MAGKQPPPLMKKHSQTDLVSRLKTRKILGVGGEDDDGEVHRSKISQVLGNEIKFAVREPLGLRVWQFLSAMLFSSVAIMALALPDQLYDAVFDGAEVTSKTPIRLYGGALLSISLIMWNALYTAEKVIIRWTLLTEACYFGVQSLVVTATLAETGLMSLGTVLLLASRLLFVIVSIYYYYQVGRKPKKV. Result: 1 (interaction). (5) The miRNA is mmu-miR-5116 with sequence UUUGAUAGGAACCCCGCCUGA. The protein sequence of the target gene is MATGSAQSSFPSHLKKTNGSHGTNGALVQSPSNQSALGAGGTNGNGGVARVWGVATSSSSGLAHCSVGGGDGKMDNMIGDGRSQNCWGASNSNAGINLNLNPNANPAAWPVLGHEGTVATGNPSSICSPVSAIGQNMGSQNGNPVGALGAWGNLLPQESAEPQTSTSQNVSFSVQPQNLNTDGPNNTNPMNSSPNPINAMQTNGLPNWGMAVGMGAIIPPHLQGLPGANGSSVSQGSGSGGEGMGSSVWGLSPGNPATGSTNCGFSQGNGDTVNSALSAKQNGSSSAVQKEGNGGNAWDS.... Result: 1 (interaction).